The task is: Predict which catalyst facilitates the given reaction.. This data is from Catalyst prediction with 721,799 reactions and 888 catalyst types from USPTO. (1) Reactant: [NH2:1][C:2]1[CH:14]=[CH:13][C:12]([Cl:15])=[CH:11][C:3]=1[C:4]([NH:6]C(C)(C)C)=O.[F:16][C:17]([F:28])([F:27])[C:18](O[C:18](=[O:19])[C:17]([F:28])([F:27])[F:16])=[O:19]. Product: [Cl:15][C:12]1[CH:13]=[CH:14][C:2]([NH:1][C:18](=[O:19])[C:17]([F:28])([F:27])[F:16])=[C:3]([C:4]#[N:6])[CH:11]=1. The catalyst class is: 4. (2) Reactant: [OH:1][CH:2]([OH:6])[C:3](O)=O.N1[CH2:12][CH2:11][O:10][CH2:9][CH2:8]1.[CH:13](=O)CC.Cl. Product: [CH2:9]([O:10][CH:11]1[C:12]([CH3:13])=[CH:3][C:2](=[O:6])[O:1]1)[CH3:8]. The catalyst class is: 714. (3) Reactant: CC(C)([O-])C.[K+].[CH3:7][O:8][C:9]1[CH:36]=[CH:35][C:12]([CH2:13][O:14][C:15]2[C:16]([C:21]([O:23]C3C(F)=C(F)C(F)=C(F)C=3F)=O)=[N:17][CH:18]=[CH:19][CH:20]=2)=[CH:11][CH:10]=1.[F:37][C:38]([F:51])([F:50])[C:39]1[CH:44]=[CH:43][CH:42]=[CH:41][C:40]=1[CH2:45][C:46]([O:48][CH3:49])=[O:47].[NH4+].[Cl-]. Product: [CH3:7][O:8][C:9]1[CH:10]=[CH:11][C:12]([CH2:13][O:14][C:15]2[C:16]([C:21](=[O:23])[CH:45]([C:40]3[CH:41]=[CH:42][CH:43]=[CH:44][C:39]=3[C:38]([F:37])([F:50])[F:51])[C:46]([O:48][CH3:49])=[O:47])=[N:17][CH:18]=[CH:19][CH:20]=2)=[CH:35][CH:36]=1. The catalyst class is: 3. (4) Reactant: [Si:1]([O:8][C@H:9]1[CH2:18][C:17]([CH3:20])([CH3:19])[CH2:16][C:15]2[N:14]=[C:13]([C:21]([OH:24])([CH3:23])[CH3:22])[C:12]3[C@@H:25]([C:33]4[CH:38]=[CH:37][C:36]([C:39]([F:42])([F:41])[F:40])=[CH:35][CH:34]=4)[O:26][C:27]4([CH2:32][CH2:31][O:30][CH2:29][CH2:28]4)[C:11]=3[C:10]1=2)([C:4]([CH3:7])([CH3:6])[CH3:5])([CH3:3])[CH3:2].[H-].[Na+].[CH3:45]I. Product: [Si:1]([O:8][C@H:9]1[CH2:18][C:17]([CH3:19])([CH3:20])[CH2:16][C:15]2[N:14]=[C:13]([C:21]([O:24][CH3:45])([CH3:23])[CH3:22])[C:12]3[C@@H:25]([C:33]4[CH:38]=[CH:37][C:36]([C:39]([F:42])([F:40])[F:41])=[CH:35][CH:34]=4)[O:26][C:27]4([CH2:32][CH2:31][O:30][CH2:29][CH2:28]4)[C:11]=3[C:10]1=2)([C:4]([CH3:5])([CH3:6])[CH3:7])([CH3:3])[CH3:2]. The catalyst class is: 483. (5) Reactant: C([O-])(=O)[C@H](C(C([O-])=O)O)O.[NH2:11][C:12]1[S:13][C:14]2[CH2:20][CH:19]([NH2:21])[CH2:18][CH2:17][C:15]=2[N:16]=1.[OH-].[K+]. Product: [NH2:11][C:12]1[S:13][C:14]2[CH2:20][C@@H:19]([NH2:21])[CH2:18][CH2:17][C:15]=2[N:16]=1. The catalyst class is: 6. (6) Reactant: [P+3]=O.CS(O)(=O)=O.[CH3:8][O:9][C:10]1[CH:11]=[C:12]([CH2:16][CH2:17][CH2:18][CH2:19][C:20]([OH:22])=O)[CH:13]=[CH:14][CH:15]=1. Product: [CH3:8][O:9][C:10]1[CH:15]=[CH:14][C:13]2[C:20](=[O:22])[CH2:19][CH2:18][CH2:17][CH2:16][C:12]=2[CH:11]=1. The catalyst class is: 6. (7) Reactant: [CH3:1][C@H:2]1[CH2:7][NH:6][CH2:5][C@@H:4]([CH3:8])[NH:3]1.[CH3:9][C:10]([O:13][C:14](O[C:14]([O:13][C:10]([CH3:12])([CH3:11])[CH3:9])=[O:15])=[O:15])([CH3:12])[CH3:11].O. Product: [CH3:8][C@H:4]1[NH:3][C@@H:2]([CH3:1])[CH2:7][N:6]([C:14]([O:13][C:10]([CH3:12])([CH3:11])[CH3:9])=[O:15])[CH2:5]1. The catalyst class is: 2.